This data is from Catalyst prediction with 721,799 reactions and 888 catalyst types from USPTO. The task is: Predict which catalyst facilitates the given reaction. (1) Reactant: [F:1][C:2]1[C:11]([CH3:12])=[CH:10][C:5]([C:6]([O:8][CH3:9])=[O:7])=[C:4]([N+:13]([O-])=O)[CH:3]=1. Product: [NH2:13][C:4]1[CH:3]=[C:2]([F:1])[C:11]([CH3:12])=[CH:10][C:5]=1[C:6]([O:8][CH3:9])=[O:7]. The catalyst class is: 19. (2) Reactant: [C:1]([O:5][C:6]([N:8]1[CH2:13][CH2:12][N:11]([C:14]2[C:19]([F:20])=[CH:18][C:17]([F:21])=[C:16](F)[N:15]=2)[CH2:10][CH2:9]1)=[O:7])([CH3:4])([CH3:3])[CH3:2].C1(=O)[NH:27]C(=O)C2=CC=CC=C12.[K]. Product: [NH2:27][C:16]1[N:15]=[C:14]([N:11]2[CH2:12][CH2:13][N:8]([C:6]([O:5][C:1]([CH3:4])([CH3:3])[CH3:2])=[O:7])[CH2:9][CH2:10]2)[C:19]([F:20])=[CH:18][C:17]=1[F:21]. The catalyst class is: 18. (3) The catalyst class is: 7. Reactant: [H-].[Al+3].[Li+].[H-].[H-].[H-].[Cl:7][C:8]1[C:17]2[C:12](=[CH:13][CH:14]=[C:15]([C:18](OC)=[O:19])[CH:16]=2)[N:11]=[C:10]([N:22]2[CH2:28][C:27]3[CH:29]=[CH:30][CH:31]=[CH:32][C:26]=3[S:25](=[O:34])(=[O:33])[CH2:24][CH2:23]2)[CH:9]=1.O. Product: [Cl:7][C:8]1[C:17]2[C:12](=[CH:13][CH:14]=[C:15]([CH2:18][OH:19])[CH:16]=2)[N:11]=[C:10]([N:22]2[CH2:28][C:27]3[CH:29]=[CH:30][CH:31]=[CH:32][C:26]=3[S:25](=[O:34])(=[O:33])[CH2:24][CH2:23]2)[CH:9]=1. (4) Product: [CH3:40][C:41]([CH3:62])([CH3:61])[C@H:42]([N:46]1[CH2:50][C:49](=[O:51])[N:48]([CH2:52][C:53]2[CH:58]=[CH:57][CH:56]=[C:55]([CH3:59])[N:54]=2)[C:47]1=[O:60])[C:43]([NH:1][C@@H:2]([CH2:33][C:34]1[CH:35]=[CH:36][CH:37]=[CH:38][CH:39]=1)[C@@H:3]([OH:32])[CH2:4][C@H:5]([NH:19][C:20]([C@@H:22]([NH:27][C:28](=[O:31])[O:29][CH3:30])[C:23]([CH3:26])([CH3:25])[CH3:24])=[O:21])[CH2:6][C:7]1[CH:12]=[CH:11][C:10]([C:13]2[CH:18]=[CH:17][CH:16]=[CH:15][N:14]=2)=[CH:9][CH:8]=1)=[O:44]. The catalyst class is: 1. Reactant: [NH2:1][C@@H:2]([CH2:33][C:34]1[CH:39]=[CH:38][CH:37]=[CH:36][CH:35]=1)[C@@H:3]([OH:32])[CH2:4][C@H:5]([NH:19][C:20]([C@@H:22]([NH:27][C:28](=[O:31])[O:29][CH3:30])[C:23]([CH3:26])([CH3:25])[CH3:24])=[O:21])[CH2:6][C:7]1[CH:12]=[CH:11][C:10]([C:13]2[CH:18]=[CH:17][CH:16]=[CH:15][N:14]=2)=[CH:9][CH:8]=1.[CH3:40][C:41]([CH3:62])([CH3:61])[C@H:42]([N:46]1[CH2:50][C:49](=[O:51])[N:48]([CH2:52][C:53]2[CH:58]=[CH:57][CH:56]=[C:55]([CH3:59])[N:54]=2)[C:47]1=[O:60])[C:43](O)=[O:44].CCOP(ON1N=NC2C=CC=CC=2C1=O)(OCC)=O.C(N(CC)C(C)C)(C)C. (5) Reactant: [C:1]([C:4]1[CH:9]=[CH:8][CH:7]=[CH:6][CH:5]=1)(=[O:3])[CH3:2].[CH:10](=O)[C:11]1[CH:16]=[CH:15][CH:14]=[CH:13][CH:12]=1.[OH-].[Na+].C(=O)C1C=CC(OC)=CC=1. Product: [C:11]1([CH:10]=[CH:2][C:1]([C:4]2[CH:9]=[CH:8][CH:7]=[CH:6][CH:5]=2)=[O:3])[CH:16]=[CH:15][CH:14]=[CH:13][CH:12]=1. The catalyst class is: 14. (6) Reactant: C([Cl:4])(=O)C.[O:5]=[C:6]1[NH:10][CH:9]([CH2:11][N:12]2[CH2:16][CH2:15][C:14]([NH:36]C(=O)OC(C)(C)C)([C:17]3[CH:22]=[CH:21][C:20]([O:23][CH2:24][C:25]4[C:34]5[C:29](=[CH:30][CH:31]=[CH:32][CH:33]=5)[N:28]=[C:27]([CH3:35])[CH:26]=4)=[CH:19][CH:18]=3)[C:13]2=[O:44])[C:8](=[O:45])[NH:7]1. Product: [ClH:4].[ClH:4].[NH2:36][C:14]1([C:17]2[CH:22]=[CH:21][C:20]([O:23][CH2:24][C:25]3[C:34]4[C:29](=[CH:30][CH:31]=[CH:32][CH:33]=4)[N:28]=[C:27]([CH3:35])[CH:26]=3)=[CH:19][CH:18]=2)[CH2:15][CH2:16][N:12]([CH2:11][CH:9]2[NH:10][C:6](=[O:5])[NH:7][C:8]2=[O:45])[C:13]1=[O:44]. The catalyst class is: 5.